Dataset: Full USPTO retrosynthesis dataset with 1.9M reactions from patents (1976-2016). Task: Predict the reactants needed to synthesize the given product. (1) The reactants are: [NH:1]1[CH2:6][CH2:5][CH2:4][C@H:3]([NH:7][C:8](=[O:14])[O:9][C:10]([CH3:13])([CH3:12])[CH3:11])[CH2:2]1.C(N(CC)CC)C.Cl[C:23]([O:25][CH2:26][C:27]1[CH:32]=[CH:31][CH:30]=[CH:29][CH:28]=1)=[O:24].O. Given the product [CH3:12][C:10]([O:9][C:8]([NH:7][C@H:3]1[CH2:4][CH2:5][CH2:6][N:1]([C:23]([O:25][CH2:26][C:27]2[CH:32]=[CH:31][CH:30]=[CH:29][CH:28]=2)=[O:24])[CH2:2]1)=[O:14])([CH3:11])[CH3:13], predict the reactants needed to synthesize it. (2) Given the product [N:1]1([CH2:6][C:7]2[CH:35]=[CH:34][C:10]([CH2:11][N:12]3[CH:20]=[C:19]4[C:14]([N:15]=[C:16]([C:32]#[N:33])[N:17]=[C:18]4[NH:21][CH2:22][C:23]4[C:28]([Cl:29])=[CH:27][CH:26]=[C:25]([O:30][CH3:37])[C:24]=4[F:31])=[N:13]3)=[CH:9][CH:8]=2)[CH:5]=[CH:4][CH:3]=[N:2]1, predict the reactants needed to synthesize it. The reactants are: [N:1]1([CH2:6][C:7]2[CH:35]=[CH:34][C:10]([CH2:11][N:12]3[CH:20]=[C:19]4[C:14]([N:15]=[C:16]([C:32]#[N:33])[N:17]=[C:18]4[NH:21][CH2:22][C:23]4[C:28]([Cl:29])=[CH:27][CH:26]=[C:25]([OH:30])[C:24]=4[F:31])=[N:13]3)=[CH:9][CH:8]=2)[CH:5]=[CH:4][CH:3]=[N:2]1.Cl[C:37]1C(CNC2C3C(=NN(CC4C=CC(C(N5C=CC=N5)C)=CC=4)C=3)N=C(C#N)N=2)=C(F)C(O)=CC=1. (3) Given the product [CH3:1][S:2]([O:5][C@@H:6]([CH2:11][C:12]1[CH:17]=[CH:16][CH:15]=[CH:14][CH:13]=1)[C:7]([OH:9])=[O:8])(=[O:4])=[O:3], predict the reactants needed to synthesize it. The reactants are: [CH3:1][S:2]([O:5][C@@H:6]([CH2:11][C:12]1[CH:17]=[CH:16][CH:15]=[CH:14][CH:13]=1)[C:7]([O:9]C)=[O:8])(=[O:4])=[O:3].C(O)=O.S(=O)(=O)(O)O. (4) Given the product [CH2:13]([N:2]1[CH2:3][CH2:4][C:5]2[C:10](=[CH:9][C:8]([C:11]#[N:12])=[CH:7][CH:6]=2)[CH2:1]1)[CH3:14], predict the reactants needed to synthesize it. The reactants are: [CH2:1]1[C:10]2[C:5](=[CH:6][CH:7]=[C:8]([C:11]#[N:12])[CH:9]=2)[CH2:4][CH2:3][NH:2]1.[CH:13](=O)[CH3:14].C(O)(=O)C.C([BH3-])#N.[Na+].